Task: Predict the reactants needed to synthesize the given product.. Dataset: Full USPTO retrosynthesis dataset with 1.9M reactions from patents (1976-2016) (1) Given the product [CH:1]([C:3]1[CH:4]=[C:5]([C:17]([NH:19][CH3:20])=[O:18])[C:6]2[N:7]([C:9]([CH3:16])=[C:10]([C:12]([F:15])([F:14])[F:13])[N:11]=2)[N:8]=1)=[O:22], predict the reactants needed to synthesize it. The reactants are: [CH:1]([C:3]1[CH:4]=[C:5]([C:17]([NH:19][CH3:20])=[O:18])[C:6]2[N:7]([C:9]([CH3:16])=[C:10]([C:12]([F:15])([F:14])[F:13])[N:11]=2)[N:8]=1)=C.I([O-])(=O)(=O)=[O:22].[Na+]. (2) The reactants are: Cl[C:2]1[CH:7]=[C:6]([C:8]([F:11])([F:10])[F:9])[N:5]=[C:4]([C:12]2[CH:17]=[CH:16][N:15]=[CH:14][CH:13]=2)[N:3]=1.[Cl:18][C:19]1[CH:25]=[CH:24][C:23]([O:26][CH3:27])=[CH:22][C:20]=1[NH2:21]. Given the product [Cl:18][C:19]1[CH:25]=[CH:24][C:23]([O:26][CH3:27])=[CH:22][C:20]=1[NH:21][C:2]1[CH:7]=[C:6]([C:8]([F:11])([F:10])[F:9])[N:5]=[C:4]([C:12]2[CH:17]=[CH:16][N:15]=[CH:14][CH:13]=2)[N:3]=1, predict the reactants needed to synthesize it. (3) Given the product [CH:1]1[C:13]2[N:12]([CH:14]3[C:23]4[C:18](=[CH:19][CH:20]=[CH:21][CH:22]=4)[N:17]([C:24](=[O:35])[C:25]4[CH:30]=[CH:29][C:28]([O:31][CH3:32])=[C:27]([O:33][CH3:34])[CH:26]=4)[CH:16]([CH2:36][CH2:37][CH2:38][CH2:39][C:40]([OH:42])=[O:41])[CH2:15]3)[C:11]3[C:6](=[CH:7][CH:8]=[CH:9][CH:10]=3)[C:5]=2[CH:4]=[CH:3][CH:2]=1, predict the reactants needed to synthesize it. The reactants are: [CH:1]1[C:13]2[N:12]([CH:14]3[C:23]4[C:18](=[CH:19][CH:20]=[CH:21][CH:22]=4)[N:17]([C:24](=[O:35])[C:25]4[CH:30]=[CH:29][C:28]([O:31][CH3:32])=[C:27]([O:33][CH3:34])[CH:26]=4)[CH:16]([CH2:36][CH2:37][CH2:38][CH2:39][C:40]([O:42]CC)=[O:41])[CH2:15]3)[C:11]3[C:6](=[CH:7][CH:8]=[CH:9][CH:10]=3)[C:5]=2[CH:4]=[CH:3][CH:2]=1. (4) The reactants are: [C:1]1([CH2:7][C:8](Cl)=[O:9])[CH:6]=[CH:5][CH:4]=[CH:3][CH:2]=1.[S-:11][C:12]#[N:13].[K+].[NH2:15][C:16]1[CH:37]=[CH:36][C:19]([O:20][C:21]2[CH:26]=[CH:25][N:24]=[C:23]([NH:27][C:28]([N:30]3[CH2:35][CH2:34][O:33][CH2:32][CH2:31]3)=[O:29])[CH:22]=2)=[C:18]([Cl:38])[CH:17]=1.CCCCCC.C(OCC)(=O)C. Given the product [Cl:38][C:18]1[CH:17]=[C:16]([NH:15][C:12]([NH:13][C:8](=[O:9])[CH2:7][C:1]2[CH:6]=[CH:5][CH:4]=[CH:3][CH:2]=2)=[S:11])[CH:37]=[CH:36][C:19]=1[O:20][C:21]1[CH:26]=[CH:25][N:24]=[C:23]([NH:27][C:28]([N:30]2[CH2:31][CH2:32][O:33][CH2:34][CH2:35]2)=[O:29])[CH:22]=1, predict the reactants needed to synthesize it. (5) Given the product [CH3:1][O:2][C:3]([C:4]1[CH:5]=[CH:6][C:7]([C:10]2[C:16]3=[CH:17][C:18]4[C:19]([CH3:28])([CH3:27])[CH2:20][CH2:21][C:22]([CH3:25])([CH3:26])[C:23]=4[CH:24]=[C:15]3[N:14]([CH3:29])[C:13]3[CH:30]=[CH:31][C:32]([B:34]([OH:35])[OH:38])=[CH:33][C:12]=3[N:11]=2)=[CH:8][CH:9]=1)=[O:43], predict the reactants needed to synthesize it. The reactants are: [CH3:1][O:2][C:3](=[O:43])[C:4]1[CH:9]=[CH:8][C:7]([C:10]2[C:16]3=[CH:17][C:18]4[C:19]([CH3:28])([CH3:27])[CH2:20][CH2:21][C:22]([CH3:26])([CH3:25])[C:23]=4[CH:24]=[C:15]3[N:14]([CH3:29])[C:13]3[CH:30]=[CH:31][C:32]([B:34]4[O:38]C(C)(C)C(C)(C)[O:35]4)=[CH:33][C:12]=3[N:11]=2)=[CH:6][CH:5]=1.C1(B(O)O)C=CC=CC=1.Cl. (6) Given the product [C:27]([O:26][C:24](=[O:25])[NH:23][C@:18]1([C:16]([NH:15][S:14]([C:9]2[CH:10]=[CH:11][CH:12]=[CH:13][C:8]=2[NH2:7])(=[O:32])=[O:31])=[O:17])[CH2:20][C@H:19]1[CH:21]=[CH2:22])([CH3:28])([CH3:29])[CH3:30], predict the reactants needed to synthesize it. The reactants are: C[Si](C)(C)CCOC(=O)[NH:7][C:8]1[CH:13]=[CH:12][CH:11]=[CH:10][C:9]=1[S:14](=[O:32])(=[O:31])[NH:15][C:16]([C@@:18]1([NH:23][C:24]([O:26][C:27]([CH3:30])([CH3:29])[CH3:28])=[O:25])[CH2:20][C@H:19]1[CH:21]=[CH2:22])=[O:17].[F-].C([N+](CC)(CC)CC)C.